From a dataset of Full USPTO retrosynthesis dataset with 1.9M reactions from patents (1976-2016). Predict the reactants needed to synthesize the given product. (1) The reactants are: [CH:1]1([N:7]=C=[N:7][CH:1]2[CH2:6][CH2:5][CH2:4][CH2:3][CH2:2]2)[CH2:6][CH2:5][CH2:4][CH2:3][CH2:2]1.[F:16][C:17]1[CH:25]=[CH:24][C:20]([C:21]([OH:23])=O)=[CH:19][C:18]=1[N+:26]([O-:28])=[O:27].O.ON1C2C=CC=CC=2N=N1.NC1C=CC=CC=1. Given the product [N+:26]([C:18]1[CH:19]=[C:20]([CH:24]=[CH:25][C:17]=1[F:16])[C:21]([NH:7][C:1]1[CH:6]=[CH:5][CH:4]=[CH:3][CH:2]=1)=[O:23])([O-:28])=[O:27], predict the reactants needed to synthesize it. (2) Given the product [NH2:1][C:2](=[O:20])[C@H:3]([NH:12][C:13](=[O:19])[O:14][C:15]([CH3:18])([CH3:17])[CH3:16])[CH2:4][C:5]1[CH:10]=[CH:9][C:8]([C:22]2[CH:23]=[CH:24][CH:25]=[CH:26][N:21]=2)=[CH:7][CH:6]=1, predict the reactants needed to synthesize it. The reactants are: [NH2:1][C:2](=[O:20])[C@H:3]([NH:12][C:13](=[O:19])[O:14][C:15]([CH3:18])([CH3:17])[CH3:16])[CH2:4][C:5]1[CH:10]=[CH:9][C:8](I)=[CH:7][CH:6]=1.[N:21]1[CH:26]=[CH:25][CH:24]=[CH:23][C:22]=1B1OC(C)(C)C(C)(C)O1.C([O-])([O-])=O.[Cs+].[Cs+].